Dataset: Forward reaction prediction with 1.9M reactions from USPTO patents (1976-2016). Task: Predict the product of the given reaction. (1) The product is: [CH3:26][C:27]1([CH3:35])[O:31][C@@H:30]([CH2:32][O:33][NH:34][C:19]([C:11]2[O:12][C:13]3[N:14]=[CH:15][N:16]=[CH:17][C:18]=3[C:10]=2[NH:9][C:3]2[CH:4]=[CH:5][C:6]([I:8])=[CH:7][C:2]=2[F:1])=[O:21])[CH2:29][O:28]1. Given the reactants [F:1][C:2]1[CH:7]=[C:6]([I:8])[CH:5]=[CH:4][C:3]=1[NH:9][C:10]1[C:18]2[CH:17]=[N:16][CH:15]=[N:14][C:13]=2[O:12][C:11]=1[C:19]([O:21]CC)=O.[OH-].[Na+].[CH3:26][C:27]1([CH3:35])[O:31][C@@H:30]([CH2:32][O:33][NH2:34])[CH2:29][O:28]1.C1C=CC2N(O)N=NC=2C=1.CCN(C(C)C)C(C)C, predict the reaction product. (2) Given the reactants [C:1]1([S:7]([N:10]2[C:14]3[CH:15]=[N:16][C:17]([C:20]#[N:21])=[C:18]([OH:19])[C:13]=3[C:12]3[CH:22]=[CH:23][CH:24]=[N:25][C:11]2=3)(=[O:9])=[O:8])[CH:6]=[CH:5][CH:4]=[CH:3][CH:2]=1.N1C=CC=CC=1.[F:32][C:33]([F:64])([F:63])[C:34]([F:62])([F:61])[C:35]([F:60])([F:59])[C:36]([F:58])([F:57])[S:37](O[S:37]([C:36]([F:58])([F:57])[C:35]([F:59])([F:60])[C:34]([F:61])([F:62])[C:33]([F:32])([F:63])[F:64])(=[O:38])=[O:39])(=[O:39])=[O:38].Cl, predict the reaction product. The product is: [C:1]1([S:7]([N:10]2[C:14]3[CH:15]=[N:16][C:17]([C:20]#[N:21])=[C:18]([O:19][S:37]([C:36]([F:57])([F:58])[C:35]([F:59])([F:60])[C:34]([F:61])([F:62])[C:33]([F:64])([F:63])[F:32])(=[O:39])=[O:38])[C:13]=3[C:12]3[CH:22]=[CH:23][CH:24]=[N:25][C:11]2=3)(=[O:8])=[O:9])[CH:2]=[CH:3][CH:4]=[CH:5][CH:6]=1. (3) Given the reactants [Cl-].[Ca+2].[Cl-].[BH4-].[Na+].[C:6]([O:10][C:11]([NH:13][C:14]1[C:15]([CH3:29])=[C:16]2[C:20](=[CH:21][CH:22]=1)[N:19]([CH3:23])[C:18]([C:24](OCC)=[O:25])=[CH:17]2)=[O:12])([CH3:9])([CH3:8])[CH3:7].Cl.C(=O)([O-])O.[Na+], predict the reaction product. The product is: [OH:25][CH2:24][C:18]1[N:19]([CH3:23])[C:20]2[C:16]([CH:17]=1)=[C:15]([CH3:29])[C:14]([NH:13][C:11](=[O:12])[O:10][C:6]([CH3:7])([CH3:9])[CH3:8])=[CH:22][CH:21]=2. (4) Given the reactants Cl[C:2]1[C:11]2[C:6](=[CH:7][C:8]([O:14][CH2:15][C:16]3[CH:21]=[CH:20][CH:19]=[CH:18][CH:17]=3)=[C:9]([O:12][CH3:13])[CH:10]=2)[N:5]=[CH:4][CH:3]=1.[OH:22][C:23]1[CH:24]=[C:25]2[C:30](=[CH:31][CH:32]=1)[C:29]([C:33]([OH:35])=[O:34])=[CH:28][CH:27]=[CH:26]2.[OH-].[K+].O, predict the reaction product. The product is: [CH2:15]([O:14][C:8]1[CH:7]=[C:6]2[C:11]([C:2]([O:22][C:23]3[CH:24]=[C:25]4[C:30](=[CH:31][CH:32]=3)[C:29]([C:33]([OH:35])=[O:34])=[CH:28][CH:27]=[CH:26]4)=[CH:3][CH:4]=[N:5]2)=[CH:10][C:9]=1[O:12][CH3:13])[C:16]1[CH:21]=[CH:20][CH:19]=[CH:18][CH:17]=1. (5) Given the reactants [CH2:1]([N:3]1[CH:12]=[C:11]([C:13]2[CH:14]=[N:15][C:16](F)=[C:17]([CH3:19])[CH:18]=2)[C:10]2[C:5](=[CH:6][C:7]([O:23][CH3:24])=[C:8]([O:21][CH3:22])[CH:9]=2)[C:4]1=[O:25])[CH3:2].[NH:26]1[CH2:31][CH2:30][CH:29]([C:32]([OH:35])([CH3:34])[CH3:33])[CH2:28][CH2:27]1, predict the reaction product. The product is: [CH2:1]([N:3]1[CH:12]=[C:11]([C:13]2[CH:14]=[N:15][C:16]([N:26]3[CH2:31][CH2:30][CH:29]([C:32]([OH:35])([CH3:34])[CH3:33])[CH2:28][CH2:27]3)=[C:17]([CH3:19])[CH:18]=2)[C:10]2[C:5](=[CH:6][C:7]([O:23][CH3:24])=[C:8]([O:21][CH3:22])[CH:9]=2)[C:4]1=[O:25])[CH3:2]. (6) Given the reactants [CH:1]([C:3]1[CH:12]=[C:11]2[C:6]([C:7]([C:15]3[CH:20]=[CH:19][CH:18]=[CH:17][CH:16]=3)=[CH:8][C:9]([C:13]#[N:14])=[N:10]2)=[CH:5][CH:4]=1)=O.C1(P(C2C=CC=CC=2)C2C=CC=CC=2)C=CC=CC=1.[N:40]1C=CC=CC=1.[N:46](C(OC(C)C)=O)=[N:47]C(OC(C)C)=O, predict the reaction product. The product is: [N:40]([CH2:1][C:3]1[CH:12]=[C:11]2[C:6]([C:7]([C:15]3[CH:20]=[CH:19][CH:18]=[CH:17][CH:16]=3)=[CH:8][C:9]([C:13]#[N:14])=[N:10]2)=[CH:5][CH:4]=1)=[N+:46]=[N-:47].